From a dataset of Forward reaction prediction with 1.9M reactions from USPTO patents (1976-2016). Predict the product of the given reaction. (1) Given the reactants [NH:1]1[CH2:6][CH2:5][C:4]2([C:10]3[CH:11]=[CH:12][CH:13]=[CH:14][C:9]=3[C:8](=[O:15])[O:7]2)[CH2:3][CH2:2]1.[CH2:16]([O:18][C:19]1[CH:24]=[CH:23][C:22]([N:25]2[C:33]3[C:28](=[CH:29][C:30]([O:34][CH3:35])=[CH:31][CH:32]=3)[C:27]([C:36](O)=[O:37])=[C:26]2[CH3:39])=[CH:21][CH:20]=1)[CH3:17], predict the reaction product. The product is: [CH2:16]([O:18][C:19]1[CH:24]=[CH:23][C:22]([N:25]2[C:33]3[C:28](=[CH:29][C:30]([O:34][CH3:35])=[CH:31][CH:32]=3)[C:27]([C:36]([N:1]3[CH2:6][CH2:5][C:4]4([C:10]5[CH:11]=[CH:12][CH:13]=[CH:14][C:9]=5[C:8](=[O:15])[O:7]4)[CH2:3][CH2:2]3)=[O:37])=[C:26]2[CH3:39])=[CH:21][CH:20]=1)[CH3:17]. (2) Given the reactants Br[C:2]1[CH:3]=[C:4]2[C:8](=[CH:9][CH:10]=1)[N:7]([CH:11]1[CH2:16][CH2:15][CH2:14][CH2:13][O:12]1)[N:6]=[C:5]2[C:17]1[N:22]=[C:21]([O:23][C@@H:24]2[CH2:29][CH2:28][CH2:27][N:26]([C:30]([O:32][C:33]([CH3:36])([CH3:35])[CH3:34])=[O:31])[CH2:25]2)[CH:20]=[N:19][CH:18]=1.[Cl:37][C:38]1[CH:39]=[C:40](B(O)O)[C:41]([F:44])=[N:42][CH:43]=1.[O-]P([O-])([O-])=O.[K+].[K+].[K+].C1(P(C2CCCCC2)C2C=CC=CC=2C2C(C(C)C)=CC(C(C)C)=CC=2C(C)C)CCCCC1, predict the reaction product. The product is: [Cl:37][C:38]1[CH:39]=[C:40]([C:2]2[CH:3]=[C:4]3[C:8](=[CH:9][CH:10]=2)[N:7]([CH:11]2[CH2:16][CH2:15][CH2:14][CH2:13][O:12]2)[N:6]=[C:5]3[C:17]2[N:22]=[C:21]([O:23][C@@H:24]3[CH2:29][CH2:28][CH2:27][N:26]([C:30]([O:32][C:33]([CH3:36])([CH3:35])[CH3:34])=[O:31])[CH2:25]3)[CH:20]=[N:19][CH:18]=2)[C:41]([F:44])=[N:42][CH:43]=1. (3) Given the reactants Cl[C:2]1[CH:7]=[C:6]([Cl:8])[N:5]=[C:4]([NH2:9])[N:3]=1.[CH3:10][O:11][CH2:12][CH:13]([NH2:16])[CH2:14][CH3:15].CCN(C(C)C)C(C)C, predict the reaction product. The product is: [Cl:8][C:6]1[N:5]=[C:4]([NH2:9])[N:3]=[C:2]([NH:16][CH:13]([CH2:14][CH3:15])[CH2:12][O:11][CH3:10])[CH:7]=1. (4) Given the reactants [CH3:1][N:2]([CH3:36])[CH:3]([CH2:15][O:16][CH2:17][CH2:18][CH2:19][CH2:20][CH2:21][CH2:22][CH2:23][CH2:24][CH:25]1C[CH:26]1[CH2:28][CH2:29][CH2:30][CH2:31][CH2:32][CH2:33][CH2:34][CH3:35])[CH2:4][O:5][CH2:6][CH2:7][CH2:8][CH2:9][CH2:10][C:11]([O:13][CH3:14])=[O:12].CN(C)C(COCCCCCCCC)COCCCCCCCCC1CC1CCCCCCC(OC)=O, predict the reaction product. The product is: [CH3:36][N:2]([CH3:1])[CH:3]([CH2:15][O:16][CH2:17][CH2:18][CH2:19][CH2:20][CH2:21][CH2:22][CH2:23][CH2:24]/[CH:25]=[CH:26]\[CH2:28][CH2:29][CH2:30][CH2:31][CH2:32][CH2:33][CH2:34][CH3:35])[CH2:4][O:5][CH2:6][CH2:7][CH2:8][CH2:9][CH2:10][C:11]([O:13][CH3:14])=[O:12]. (5) Given the reactants [CH3:1][O:2][C:3]1[CH:8]=[CH:7][C:6]([CH2:9][NH:10][CH2:11][CH2:12][OH:13])=[CH:5][CH:4]=1.[CH3:14][C:15]([O:18][C:19](O[C:19]([O:18][C:15]([CH3:17])([CH3:16])[CH3:14])=[O:20])=[O:20])([CH3:17])[CH3:16], predict the reaction product. The product is: [OH:13][CH2:12][CH2:11][N:10]([CH2:9][C:6]1[CH:5]=[CH:4][C:3]([O:2][CH3:1])=[CH:8][CH:7]=1)[C:19](=[O:20])[O:18][C:15]([CH3:17])([CH3:16])[CH3:14].